Dataset: Forward reaction prediction with 1.9M reactions from USPTO patents (1976-2016). Task: Predict the product of the given reaction. (1) Given the reactants [N+]([C:4]1C=CC=CC=1O)([O-])=O.[Cl:11][C:12]1[C:17]([N+:18]([O-:20])=[O:19])=[CH:16][CH:15]=[CH:14][C:13]=1[OH:21].C(=O)([O-])[O-].[Cs+].[Cs+].CI, predict the reaction product. The product is: [Cl:11][C:12]1[C:17]([N+:18]([O-:20])=[O:19])=[CH:16][CH:15]=[CH:14][C:13]=1[O:21][CH3:4]. (2) Given the reactants [S:1]1[C:5]2[CH:6]=[CH:7][CH:8]=[CH:9][C:4]=2[C:3]([N:10]2[CH2:15][CH2:14][N:13]([CH2:16][CH2:17][C:18]3[CH:23]=[CH:22][CH:21]=[C:20]([CH3:24])[C:19]=3[NH2:25])[CH2:12][CH2:11]2)=[N:2]1.[C:26](Cl)(=[O:28])[CH3:27], predict the reaction product. The product is: [S:1]1[C:5]2[CH:6]=[CH:7][CH:8]=[CH:9][C:4]=2[C:3]([N:10]2[CH2:15][CH2:14][N:13]([CH2:16][CH2:17][C:18]3[CH:23]=[CH:22][CH:21]=[C:20]([CH3:24])[C:19]=3[NH:25][C:26](=[O:28])[CH3:27])[CH2:12][CH2:11]2)=[N:2]1. (3) Given the reactants [Cl:1][C:2]1[CH:8]=[CH:7][C:5]([NH2:6])=[CH:4][C:3]=1[C:9]1[NH:10][C:11]2[CH:16]=[CH:15][N:14]=[CH:13][C:12]=2[N:17]=1.[CH3:18][C:19]1[CH:20]=[C:21]([C:28]2[CH:33]=[CH:32][C:31]([C:34]([F:37])([F:36])[F:35])=[CH:30][CH:29]=2)[CH:22]=[CH:23][C:24]=1[C:25](O)=[O:26], predict the reaction product. The product is: [NH:10]1[C:11]2[CH:16]=[CH:15][N:14]=[CH:13][C:12]=2[N:17]=[C:9]1[C:3]1[CH:4]=[C:5]([NH:6][C:25]([C:24]2[CH:23]=[CH:22][C:21]([C:28]3[CH:33]=[CH:32][C:31]([C:34]([F:35])([F:36])[F:37])=[CH:30][CH:29]=3)=[CH:20][C:19]=2[CH3:18])=[O:26])[CH:7]=[CH:8][C:2]=1[Cl:1]. (4) Given the reactants [CH3:1][O:2][C:3]1[CH:8]=[CH:7][N:6]=[C:5]([CH:9]=[CH:10][C:11]([O:13][CH3:14])=[O:12])[CH:4]=1, predict the reaction product. The product is: [CH3:1][O:2][C:3]1[CH:8]=[CH:7][N:6]=[C:5]([CH2:9][CH2:10][C:11]([O:13][CH3:14])=[O:12])[CH:4]=1. (5) Given the reactants [BH4-].[Na+].O1CCCC1.[Cl:8][C:9]([Cl:31])([CH2:13][CH2:14][CH2:15][CH2:16][CH2:17][CH2:18][CH2:19][C:20](=[O:30])[CH2:21][CH2:22][C:23]1[CH:28]=[CH:27][C:26]([Cl:29])=[CH:25][CH:24]=1)[C:10]([OH:12])=[O:11].Cl, predict the reaction product. The product is: [Cl:31][C:9]([Cl:8])([CH2:13][CH2:14][CH2:15][CH2:16][CH2:17][CH2:18][CH2:19][CH:20]([OH:30])[CH2:21][CH2:22][C:23]1[CH:24]=[CH:25][C:26]([Cl:29])=[CH:27][CH:28]=1)[C:10]([OH:12])=[O:11]. (6) Given the reactants [Br:1][C:2]1[CH:3]=[C:4]([NH:23]CC2C=CC=CN=2)[CH:5]=[C:6]2[C:11]=1[N:10]=[CH:9][C:8]([C:12]#[N:13])=[C:7]2[NH:14][C:15]1[CH:20]=[CH:19][C:18]([F:21])=[C:17]([Cl:22])[CH:16]=1.[C:31]1([C:37]2[N:38]=[CH:39][NH:40][C:41]=2[CH:42]=O)[CH:36]=[CH:35][CH:34]=[CH:33][CH:32]=1.[BH3-]C#N.[Na+].NC1C=C2C(=CC=1)N=CC=C2, predict the reaction product. The product is: [Br:1][C:2]1[CH:3]=[C:4]([NH:23][CH2:42][C:41]2[NH:40][CH:39]=[N:38][C:37]=2[C:31]2[CH:36]=[CH:35][CH:34]=[CH:33][CH:32]=2)[CH:5]=[C:6]2[C:11]=1[N:10]=[CH:9][C:8]([C:12]#[N:13])=[C:7]2[NH:14][C:15]1[CH:20]=[CH:19][C:18]([F:21])=[C:17]([Cl:22])[CH:16]=1.